From a dataset of Catalyst prediction with 721,799 reactions and 888 catalyst types from USPTO. Predict which catalyst facilitates the given reaction. (1) Reactant: [NH2:1][C@@H:2]([C:4]([OH:6])=[O:5])[CH3:3].C(=O)([O-])[O-].[Na+].[Na+].Cl[C:14]([O:16][CH2:17][C:18]1[CH:23]=[CH:22][CH:21]=[CH:20][CH:19]=1)=[O:15]. Product: [CH3:3][C@@H:2]([NH:1][C:14]([O:16][CH2:17][C:18]1[CH:23]=[CH:22][CH:21]=[CH:20][CH:19]=1)=[O:15])[C:4]([OH:6])=[O:5]. The catalyst class is: 12. (2) Reactant: [NH2:1][C:2]1[CH:7]=[CH:6][C:5]([C:8](=O)[CH3:9])=[CH:4][CH:3]=1.C[CH2:12][C:13](=O)[C:14]([O-:16])=[O:15].[C:18]1(C)C=CC(S(O)(=O)=O)=CC=1.[H][H]. Product: [CH3:18][O:16][C:14](=[O:15])[C@H:13]([CH3:12])[NH:1][C:2]1[CH:7]=[CH:6][C:5]([CH2:8][CH3:9])=[CH:4][CH:3]=1. The catalyst class is: 29. (3) Product: [Cl:1][C:2]1[CH:7]=[C:6]([O:8][CH2:40][C:39]([F:50])([F:49])[F:38])[CH:5]=[CH:4][C:3]=1[C:9]1[N:14]([C:15]2[CH:20]=[CH:19][C:18]([S:21][CH3:22])=[CH:17][CH:16]=2)[N:13]=[C:12]2[C:23](=[O:37])[N:24]([CH2:26][C:27]3[CH:32]=[CH:31][C:30]([C:33]([F:35])([F:34])[F:36])=[CH:29][CH:28]=3)[N:25]=[C:11]2[CH:10]=1. Reactant: [Cl:1][C:2]1[CH:7]=[C:6]([OH:8])[CH:5]=[CH:4][C:3]=1[C:9]1[N:14]([C:15]2[CH:20]=[CH:19][C:18]([S:21][CH3:22])=[CH:17][CH:16]=2)[N:13]=[C:12]2[C:23](=[O:37])[N:24]([CH2:26][C:27]3[CH:32]=[CH:31][C:30]([C:33]([F:36])([F:35])[F:34])=[CH:29][CH:28]=3)[N:25]=[C:11]2[CH:10]=1.[F:38][C:39]([F:50])([F:49])[CH2:40]OS(C(F)(F)F)(=O)=O.C([O-])(O)=O.[Na+]. The catalyst class is: 14. (4) Reactant: [N:1]1([C:7]2[C:8]3[N:9]([CH:15]=[C:16]([C:18]4[CH:23]=[CH:22][N:21]=[CH:20][CH:19]=4)[N:17]=3)[N:10]=[C:11]([NH:13][NH2:14])[CH:12]=2)[CH2:6][CH2:5][O:4][CH2:3][CH2:2]1.[CH2:24]([C:26]1[CH:27]=[C:28]([CH:31]=[CH:32][CH:33]=1)[CH:29]=O)[CH3:25]. Product: [CH2:24]([C:26]1[CH:27]=[C:28]([CH:31]=[CH:32][CH:33]=1)[CH:29]=[N:14][NH:13][C:11]1[CH:12]=[C:7]([N:1]2[CH2:2][CH2:3][O:4][CH2:5][CH2:6]2)[C:8]2[N:9]([CH:15]=[C:16]([C:18]3[CH:23]=[CH:22][N:21]=[CH:20][CH:19]=3)[N:17]=2)[N:10]=1)[CH3:25]. The catalyst class is: 8.